This data is from Full USPTO retrosynthesis dataset with 1.9M reactions from patents (1976-2016). The task is: Predict the reactants needed to synthesize the given product. (1) Given the product [F:1][C:2]1[C:3]([NH:28][CH:29]([C:34]([CH3:35])([CH3:37])[CH3:36])[CH2:30][C:31]([NH2:39])=[O:32])=[N:4][C:5]([C:8]2[C:16]3[C:11](=[N:12][CH:13]=[C:14]([F:17])[CH:15]=3)[NH:10][CH:9]=2)=[N:6][CH:7]=1, predict the reactants needed to synthesize it. The reactants are: [F:1][C:2]1[C:3]([NH:28][CH:29]([C:34]([CH3:37])([CH3:36])[CH3:35])[CH2:30][C:31](O)=[O:32])=[N:4][C:5]([C:8]2[C:16]3[C:11](=[N:12][CH:13]=[C:14]([F:17])[CH:15]=3)[N:10](S(C3C=CC(C)=CC=3)(=O)=O)[CH:9]=2)=[N:6][CH:7]=1.C[N:39](C(ON1N=NC2C=CC=CC1=2)=[N+](C)C)C.F[P-](F)(F)(F)(F)F. (2) Given the product [O:30]1[C:34]2[CH:35]=[CH:36][CH:37]=[CH:38][C:33]=2[CH:32]=[C:31]1[C@H:39]([OH:43])[CH2:40][N:41]([CH2:22][C:20]1[CH:21]=[C:12]2[C:11](=[O:27])[C:10]([C:8]([NH:7][CH2:6][C:5]3[CH:4]=[CH:3][C:2]([Cl:1])=[CH:29][CH:28]=3)=[O:9])=[CH:26][N:14]3[CH2:15][C:16](=[O:25])[N:17]([CH3:24])[C:18]([CH:19]=1)=[C:13]23)[CH3:42], predict the reactants needed to synthesize it. The reactants are: [Cl:1][C:2]1[CH:29]=[CH:28][C:5]([CH2:6][NH:7][C:8]([C:10]2[C:11](=[O:27])[C:12]3[C:13]4[N:14]([CH:26]=2)[CH2:15][C:16](=[O:25])[N:17]([CH3:24])[C:18]=4[CH:19]=[C:20]([CH2:22]Cl)[CH:21]=3)=[O:9])=[CH:4][CH:3]=1.[O:30]1[C:34]2[CH:35]=[CH:36][CH:37]=[CH:38][C:33]=2[CH:32]=[C:31]1[C@H:39]([OH:43])[CH2:40][NH:41][CH3:42].CCN(C(C)C)C(C)C. (3) Given the product [NH:1]1[C:9]2[C:4](=[CH:5][CH:6]=[CH:7][CH:8]=2)[C:3]([C:10]([NH:13][C:14]2[CH:19]=[CH:18][C:17]([N:20]3[C:26](=[O:27])[CH2:25][C:24](=[O:28])[NH:23][C:22]4[C:29]5[C:34]([CH:35]=[CH:36][C:21]3=4)=[CH:33][CH:32]=[CH:31][CH:30]=5)=[CH:16][CH:15]=2)=[O:12])=[CH:2]1, predict the reactants needed to synthesize it. The reactants are: [NH:1]1[C:9]2[C:4](=[CH:5][CH:6]=[CH:7][CH:8]=2)[C:3]([C:10]([OH:12])=O)=[CH:2]1.[NH2:13][C:14]1[CH:19]=[CH:18][C:17]([N:20]2[C:26](=[O:27])[CH2:25][C:24](=[O:28])[NH:23][C:22]3[C:29]4[C:34]([CH:35]=[CH:36][C:21]2=3)=[CH:33][CH:32]=[CH:31][CH:30]=4)=[CH:16][CH:15]=1.N1C2C(=CC=CC=2)C(C(Cl)=O)=C1. (4) Given the product [O:1]([C:14]1[CH:19]=[C:18]([CH3:20])[CH:17]=[CH:16][C:15]=1[CH2:25][C:26]1[CH:27]=[CH:28][C:29]([O:32][CH3:33])=[CH:30][CH:31]=1)[C@@H:2]1[O:10][C@H:9]([C@@H:11]([CH3:13])[OH:12])[C@@H:7]([OH:8])[C@H:5]([OH:6])[C@H:3]1[OH:4], predict the reactants needed to synthesize it. The reactants are: [O:1]([C:14]1[CH:19]=[C:18]([CH2:20]OC(=O)C)[CH:17]=[CH:16][C:15]=1[CH2:25][C:26]1[CH:31]=[CH:30][C:29]([O:32][CH3:33])=[CH:28][CH:27]=1)[C@@H:2]1[O:10][C@H:9]([C@@H:11]([CH3:13])[OH:12])[C@@H:7]([OH:8])[C@H:5]([OH:6])[C@H:3]1[OH:4]. (5) The reactants are: [CH3:1][O:2][C:3]1[CH:4]=[C:5]([CH:21]=[CH:22][C:23]=1[O:24][CH3:25])[CH2:6][CH:7]1[C:16]2[C:11](=[CH:12][C:13]([O:19][CH3:20])=[C:14]([O:17][CH3:18])[CH:15]=2)[CH2:10][CH2:9][NH:8]1.Br[CH2:27][C:28](Br)=[O:29].[CH:31]1([NH2:41])[C:40]2[C:35](=[CH:36][CH:37]=[CH:38][CH:39]=2)[CH2:34][CH2:33][CH2:32]1. Given the product [CH3:1][O:2][C:3]1[CH:4]=[C:5]([CH:21]=[CH:22][C:23]=1[O:24][CH3:25])[CH2:6][CH:7]1[C:16]2[C:11](=[CH:12][C:13]([O:19][CH3:20])=[C:14]([O:17][CH3:18])[CH:15]=2)[CH2:10][CH2:9][N:8]1[CH2:27][C:28]([NH:41][CH:31]1[C:40]2[C:35](=[CH:36][CH:37]=[CH:38][CH:39]=2)[CH2:34][CH2:33][CH2:32]1)=[O:29], predict the reactants needed to synthesize it. (6) Given the product [F:13][C:12]([F:14])([F:15])[C:8]1[CH:7]=[C:6]([CH:11]=[CH:10][CH:9]=1)[O:5][CH2:4][C:3]([OH:16])=[O:2], predict the reactants needed to synthesize it. The reactants are: C[O:2][C:3](=[O:16])[CH2:4][O:5][C:6]1[CH:11]=[CH:10][CH:9]=[C:8]([C:12]([F:15])([F:14])[F:13])[CH:7]=1.[OH-].[Na+]. (7) Given the product [Cl:24][C:11]1[O:12][C:8]([C:6]2[S:7][C:3]([CH2:1][CH3:2])=[CH:4][CH:5]=2)=[C:9]([CH3:13])[N:10]=1, predict the reactants needed to synthesize it. The reactants are: [CH2:1]([C:3]1[S:7][C:6]([C:8]2[O:12][CH:11]=[N:10][C:9]=2[CH3:13])=[CH:5][CH:4]=1)[CH3:2].[Li+].C[Si]([N-][Si](C)(C)C)(C)C.[Cl:24]C(Cl)(Cl)C(Cl)(Cl)Cl. (8) The reactants are: [F:1][C:2]1[CH:7]=[C:6]([F:8])[CH:5]=[CH:4][C:3]=1[S:9][C:10]1[CH:11]=[CH:12][C:13]2[N:14]([C:16]([C:19]3[CH:20]=[C:21]([CH:26]=[CH:27][CH:28]=3)[C:22]([O:24]C)=[O:23])=[N:17][N:18]=2)[CH:15]=1.[F:29][C:30]1[CH:35]=[C:34]([F:36])[CH:33]=[CH:32][C:31]=1[S:37][C:38]1[CH:39]=[CH:40][C:41]2[N:42]([C:44]([C:47]3[CH:48]=[C:49]([CH:53]=[CH:54][CH:55]=3)[C:50](O)=[O:51])=[N:45][N:46]=2)[CH:43]=1. Given the product [F:1][C:2]1[CH:7]=[C:6]([F:8])[CH:5]=[CH:4][C:3]=1[S:9][C:10]1[CH:11]=[CH:12][C:13]2[N:14]([C:16]([C:19]3[CH:20]=[C:21]([CH:26]=[CH:27][CH:28]=3)[C:22]([OH:24])=[O:23])=[N:17][N:18]=2)[CH:15]=1.[F:29][C:30]1[CH:35]=[C:34]([F:36])[CH:33]=[CH:32][C:31]=1[S:37][C:38]1[CH:39]=[CH:40][C:41]2[N:42]([C:44]([C:47]3[CH:48]=[C:49]([CH:53]=[CH:54][CH:55]=3)[C:50]([NH2:14])=[O:51])=[N:45][N:46]=2)[CH:43]=1, predict the reactants needed to synthesize it. (9) The reactants are: Cl[C:2]([O:4][CH2:5][CH3:6])=[O:3].N1C=CC=CC=1.[CH:13]([O:16][C:17]([N:19]1[C:28]2[C:23](=[N:24][C:25]([O:29][CH3:30])=[CH:26][CH:27]=2)[C@H:22]([NH:31][CH2:32][C:33]2[CH:38]=[C:37]([C:39]([F:42])([F:41])[F:40])[CH:36]=[C:35]([C:43]([F:46])([F:45])[F:44])[CH:34]=2)[CH2:21][C@@H:20]1[CH3:47])=[O:18])([CH3:15])[CH3:14]. Given the product [CH:13]([O:16][C:17]([N:19]1[C:28]2[C:23](=[N:24][C:25]([O:29][CH3:30])=[CH:26][CH:27]=2)[C@H:22]([N:31]([CH2:32][C:33]2[CH:38]=[C:37]([C:39]([F:40])([F:41])[F:42])[CH:36]=[C:35]([C:43]([F:46])([F:45])[F:44])[CH:34]=2)[C:2]([O:4][CH2:5][CH3:6])=[O:3])[CH2:21][C@@H:20]1[CH3:47])=[O:18])([CH3:15])[CH3:14], predict the reactants needed to synthesize it.